From a dataset of CYP2D6 inhibition data for predicting drug metabolism from PubChem BioAssay. Regression/Classification. Given a drug SMILES string, predict its absorption, distribution, metabolism, or excretion properties. Task type varies by dataset: regression for continuous measurements (e.g., permeability, clearance, half-life) or binary classification for categorical outcomes (e.g., BBB penetration, CYP inhibition). Dataset: cyp2d6_veith. (1) The compound is CN(C)Cc1ccccc1-c1cc(Nc2ccccc2)ncn1. The result is 1 (inhibitor). (2) The compound is Cc1ccc(NC(=O)CN(Cc2ccccc2)S(C)(=O)=O)cc1C. The result is 1 (inhibitor).